Dataset: Catalyst prediction with 721,799 reactions and 888 catalyst types from USPTO. Task: Predict which catalyst facilitates the given reaction. Reactant: [CH:1]([C:4]1[C:5]([O:36][CH3:37])=[N:6][C:7]([CH3:35])=[C:8]([CH2:21][C:22]2([CH2:25][O:26]C3C=CC(OC)=CC=3)[CH2:24][CH2:23]2)[C:9]=1[C:10]([C:12]1[CH:13]=[C:14]([CH:17]=[C:18]([CH3:20])[CH:19]=1)[C:15]#[N:16])=[O:11])([CH3:3])[CH3:2].[N+]([O-])([O-])=O.[Ce+4].[NH4+].[N+]([O-])([O-])=O.[N+]([O-])([O-])=O.[N+]([O-])([O-])=O.[N+]([O-])([O-])=O.O. Product: [OH:26][CH2:25][C:22]1([CH2:21][C:8]2[C:7]([CH3:35])=[N:6][C:5]([O:36][CH3:37])=[C:4]([CH:1]([CH3:2])[CH3:3])[C:9]=2[C:10]([C:12]2[CH:13]=[C:14]([CH:17]=[C:18]([CH3:20])[CH:19]=2)[C:15]#[N:16])=[O:11])[CH2:23][CH2:24]1. The catalyst class is: 115.